Dataset: Full USPTO retrosynthesis dataset with 1.9M reactions from patents (1976-2016). Task: Predict the reactants needed to synthesize the given product. (1) Given the product [OH:47]/[N:46]=[CH:1]/[C@:3]12[CH2:41][CH2:40][C@@H:39]([C:42]([CH3:44])=[CH2:43])[C@@H:4]1[C@@H:5]1[C@@:18]([CH3:21])([CH2:19][CH2:20]2)[C@@:17]2([CH3:22])[C@@H:8]([C@:9]3([CH3:38])[C@@H:14]([CH2:15][CH2:16]2)[C:13]([CH3:23])([CH3:24])[C:12]([C:25]2[CH:37]=[CH:36][C:28]([C:29]([O:31][C:32]([CH3:34])([CH3:33])[CH3:35])=[O:30])=[CH:27][CH:26]=2)=[CH:11][CH2:10]3)[CH2:7][CH2:6]1, predict the reactants needed to synthesize it. The reactants are: [CH:1]([C@:3]12[CH2:41][CH2:40][C@@H:39]([C:42]([CH3:44])=[CH2:43])[C@@H:4]1[C@@H:5]1[C@@:18]([CH3:21])([CH2:19][CH2:20]2)[C@@:17]2([CH3:22])[C@@H:8]([C@:9]3([CH3:38])[C@@H:14]([CH2:15][CH2:16]2)[C:13]([CH3:24])([CH3:23])[C:12]([C:25]2[CH:37]=[CH:36][C:28]([C:29]([O:31][C:32]([CH3:35])([CH3:34])[CH3:33])=[O:30])=[CH:27][CH:26]=2)=[CH:11][CH2:10]3)[CH2:7][CH2:6]1)=O.Cl.[NH2:46][OH:47].C(=O)([O-])[O-].[K+].[K+]. (2) Given the product [I:16][C:4]1[CH:5]=[C:6]([O:10][CH2:11][CH2:12][CH2:13][O:14][CH3:15])[C:7]([O:8][CH3:9])=[CH:2][N:3]=1, predict the reactants needed to synthesize it. The reactants are: I[C:2]1[C:7]([O:8][CH3:9])=[C:6]([O:10][CH2:11][CH2:12][CH2:13][O:14][CH3:15])[CH:5]=[C:4]([I:16])[N:3]=1.C([Li])CCC.O.[Cl-].[NH4+].